This data is from Reaction yield outcomes from USPTO patents with 853,638 reactions. The task is: Predict the reaction yield, written as a fraction of the theoretical maximum amount of product (1.0 means a 100% yield; for example, 0.34 means a 34% yield). (1) The reactants are Cl.[NH2:2][OH:3].C(=O)([O-])[O-].[Na+].[Na+].[OH:10][C@@H:11]1[C:19]2[CH:18]=[CH:17][CH:16]=[C:15]([C:20]#[N:21])[C:14]=2[CH2:13][CH2:12]1. The catalyst is CCO. The product is [OH:3][NH:2][C:20]([C:15]1[C:14]2[CH2:13][CH2:12][C@H:11]([OH:10])[C:19]=2[CH:18]=[CH:17][CH:16]=1)=[NH:21]. The yield is 0.900. (2) The reactants are Br[C:2]1[C:11]([N+:12]([O-:14])=[O:13])=[CH:10][CH:9]=[CH:8][C:3]=1[C:4](OC)=O.[C:15]([O-:18])([O-])=[O:16].[K+].[K+].[C:21]1(C)C=CC=C[CH:22]=1.[CH2:28](O)C. The catalyst is C1C=CC([P]([Pd]([P](C2C=CC=CC=2)(C2C=CC=CC=2)C2C=CC=CC=2)([P](C2C=CC=CC=2)(C2C=CC=CC=2)C2C=CC=CC=2)[P](C2C=CC=CC=2)(C2C=CC=CC=2)C2C=CC=CC=2)(C2C=CC=CC=2)C2C=CC=CC=2)=CC=1. The product is [N+:12]([C:11]1[CH:10]=[CH:9][C:8]([C:15]([O:18][CH2:21][CH3:22])=[O:16])=[C:3]([CH:4]=[CH2:28])[CH:2]=1)([O-:14])=[O:13]. The yield is 0.766. (3) The reactants are [F:1][C:2]1[C:3]([OH:13])=[CH:4][CH:5]=[C:6]2[C:11]=1[N:10]=[C:9]([CH3:12])[CH:8]=[CH:7]2.C(=O)([O-])[O-].[K+].[K+].Br[CH2:21][CH2:22][O:23][CH3:24]. The catalyst is CC(C)=O. The product is [F:1][C:2]1[C:3]([O:13][CH2:21][CH2:22][O:23][CH3:24])=[CH:4][CH:5]=[C:6]2[C:11]=1[N:10]=[C:9]([CH3:12])[CH:8]=[CH:7]2. The yield is 0.540. (4) The reactants are CS(O[CH:6]1[CH2:11][CH2:10][O:9][CH:8]([C:12]2[CH:17]=[CH:16][C:15]([Br:18])=[CH:14][C:13]=2[F:19])[CH2:7]1)(=O)=O.[C:20]([O-])([O-])=O.[K+].[K+].FC(F)(F)[C:28]1[CH:29]=[C:30]([SH:34])[CH:31]=[CH:32][CH:33]=1.CCO[C:40]([CH3:42])=[O:41]. The catalyst is CN(C=O)C. The product is [Br:18][C:15]1[CH:16]=[CH:17][C:12]([CH:8]2[CH2:7][CH:6]([S:34][C:30]3[CH:31]=[CH:32][CH:33]=[C:28]([O:41][CH:40]([CH3:42])[CH3:20])[CH:29]=3)[CH2:11][CH2:10][O:9]2)=[C:13]([F:19])[CH:14]=1. The yield is 0.300. (5) The product is [F:12][C:13]([F:18])([F:17])[CH2:14][CH2:15][O:16][C:2]1[CH:11]=[CH:10][C:5]([C:6]([O:8][CH3:9])=[O:7])=[CH:4][N:3]=1. The yield is 0.470. The reactants are Cl[C:2]1[CH:11]=[CH:10][C:5]([C:6]([O:8][CH3:9])=[O:7])=[CH:4][N:3]=1.[F:12][C:13]([F:18])([F:17])[CH2:14][CH2:15][OH:16]. No catalyst specified.